The task is: Predict which catalyst facilitates the given reaction.. This data is from Catalyst prediction with 721,799 reactions and 888 catalyst types from USPTO. (1) Product: [OH:8][NH:9][C:10]([C:12]1([NH:17][S:18]([C:21]2[CH:22]=[CH:23][C:24]([O:27][CH3:28])=[CH:25][CH:26]=2)(=[O:20])=[O:19])[CH2:16][CH2:15][CH2:14][CH2:13]1)=[O:11]. Reactant: C([O:8][NH:9][C:10]([C:12]1([NH:17][S:18]([C:21]2[CH:26]=[CH:25][C:24]([O:27][CH3:28])=[CH:23][CH:22]=2)(=[O:20])=[O:19])[CH2:16][CH2:15][CH2:14][CH2:13]1)=[O:11])C1C=CC=CC=1. The catalyst class is: 19. (2) Reactant: C([O-])=O.[NH4+].[NH2:5][C:6]([NH:8][C:9]1[C:10]([C:22]([NH2:24])=[O:23])=[N:11][N:12]([C:14]2[CH:19]=[CH:18][C:17](Br)=[C:16]([F:21])[CH:15]=2)[CH:13]=1)=[O:7]. Product: [F:21][C:16]1[CH:15]=[C:14]([N:12]2[CH:13]=[C:9]([NH:8][C:6]([NH2:5])=[O:7])[C:10]([C:22]([NH2:24])=[O:23])=[N:11]2)[CH:19]=[CH:18][CH:17]=1. The catalyst class is: 29. (3) Product: [F:10][C:11]1[CH:31]=[C:30]([F:32])[CH:29]=[CH:28][C:12]=1[CH2:13][CH:14]1[CH2:19][CH:18]([C:20]([OH:22])=[O:21])[CH2:17][CH2:16][N:15]1[C:24]([O:26][CH3:27])=[O:25]. Reactant: [Br-].[Li+].C(N(CC)CC)C.[F:10][C:11]1[CH:31]=[C:30]([F:32])[CH:29]=[CH:28][C:12]=1[CH2:13][CH:14]1[CH2:19][CH:18]([C:20]([O:22]C)=[O:21])[CH2:17][CH2:16][N:15]1[C:24]([O:26][CH3:27])=[O:25].CC(OC)(C)C. The catalyst class is: 47. (4) Reactant: [Br:1][C:2]1[CH:3]=[C:4]([CH:6]=[C:7]([Br:11])[C:8]=1[O:9][CH3:10])[NH2:5].[Br:12]Br. Product: [Br:12][C:3]1[C:2]([Br:1])=[C:8]([O:9][CH3:10])[C:7]([Br:11])=[CH:6][C:4]=1[NH2:5]. The catalyst class is: 2.